Dataset: NCI-60 drug combinations with 297,098 pairs across 59 cell lines. Task: Regression. Given two drug SMILES strings and cell line genomic features, predict the synergy score measuring deviation from expected non-interaction effect. (1) Drug 1: C1CCC(C1)C(CC#N)N2C=C(C=N2)C3=C4C=CNC4=NC=N3. Drug 2: C1=CN(C(=O)N=C1N)C2C(C(C(O2)CO)O)O.Cl. Cell line: HOP-92. Synergy scores: CSS=31.8, Synergy_ZIP=-4.87, Synergy_Bliss=-2.03, Synergy_Loewe=-23.6, Synergy_HSA=0.204. (2) Drug 1: CCCCCOC(=O)NC1=NC(=O)N(C=C1F)C2C(C(C(O2)C)O)O. Drug 2: CC1CCC2CC(C(=CC=CC=CC(CC(C(=O)C(C(C(=CC(C(=O)CC(OC(=O)C3CCCCN3C(=O)C(=O)C1(O2)O)C(C)CC4CCC(C(C4)OC)O)C)C)O)OC)C)C)C)OC. Cell line: MDA-MB-231. Synergy scores: CSS=2.41, Synergy_ZIP=1.51, Synergy_Bliss=5.54, Synergy_Loewe=3.47, Synergy_HSA=2.94. (3) Drug 1: C1CNP(=O)(OC1)N(CCCl)CCCl. Drug 2: CC1C(C(CC(O1)OC2CC(CC3=C2C(=C4C(=C3O)C(=O)C5=C(C4=O)C(=CC=C5)OC)O)(C(=O)CO)O)N)O.Cl. Cell line: NCIH23. Synergy scores: CSS=38.8, Synergy_ZIP=-0.116, Synergy_Bliss=-2.21, Synergy_Loewe=-52.2, Synergy_HSA=-3.80. (4) Cell line: T-47D. Drug 1: C1CN1P(=S)(N2CC2)N3CC3. Drug 2: CN1C(=O)N2C=NC(=C2N=N1)C(=O)N. Synergy scores: CSS=4.30, Synergy_ZIP=-1.33, Synergy_Bliss=-0.529, Synergy_Loewe=-6.36, Synergy_HSA=-2.71. (5) Synergy scores: CSS=-2.63, Synergy_ZIP=1.05, Synergy_Bliss=1.52, Synergy_Loewe=-6.28, Synergy_HSA=-2.23. Cell line: ACHN. Drug 2: C1C(C(OC1N2C=NC3=C2NC=NCC3O)CO)O. Drug 1: CC1C(C(CC(O1)OC2CC(CC3=C2C(=C4C(=C3O)C(=O)C5=C(C4=O)C(=CC=C5)OC)O)(C(=O)CO)O)N)O.Cl.